Dataset: Forward reaction prediction with 1.9M reactions from USPTO patents (1976-2016). Task: Predict the product of the given reaction. Given the reactants Cl[C:2]1[C:3]2[N:10]([CH2:11][CH2:12]Cl)[CH:9]=[CH:8][C:4]=2[N:5]=[CH:6][N:7]=1.[S:14]1[C:18]2[CH:19]=[CH:20][CH:21]=[C:22]([O:23][C:24]3[CH:30]=[CH:29][C:27]([NH2:28])=[CH:26][C:25]=3[Cl:31])[C:17]=2[CH:16]=[N:15]1.C(=O)([O-])[O-].[K+].[K+].C(=O)([O-])O.[Na+], predict the reaction product. The product is: [S:14]1[C:18]2[CH:19]=[CH:20][CH:21]=[C:22]([O:23][C:24]3[CH:30]=[CH:29][C:27]([N:28]4[C:2]5[C:3]6=[C:4]([CH:8]=[CH:9][N:10]6[CH2:11][CH2:12]4)[N:5]=[CH:6][N:7]=5)=[CH:26][C:25]=3[Cl:31])[C:17]=2[CH:16]=[N:15]1.